Dataset: Aqueous solubility values for 9,982 compounds from the AqSolDB database. Task: Regression/Classification. Given a drug SMILES string, predict its absorption, distribution, metabolism, or excretion properties. Task type varies by dataset: regression for continuous measurements (e.g., permeability, clearance, half-life) or binary classification for categorical outcomes (e.g., BBB penetration, CYP inhibition). For this dataset (solubility_aqsoldb), we predict Y. (1) The drug is CC(=O)OCC1OC(OC(C)=O)C(OC(C)=O)C(OC(C)=O)C1OC(C)=O. The Y is -2.42 log mol/L. (2) The Y is -5.98 log mol/L. The drug is [Cu+].[I-]. (3) The drug is CCCC(=O)OCn1cc2c(=O)[nH]cnc2n1. The Y is -2.20 log mol/L. (4) The drug is CCc1nc2cncnc2nc1CC. The Y is -0.180 log mol/L.